This data is from Aqueous solubility values for 9,982 compounds from the AqSolDB database. The task is: Regression/Classification. Given a drug SMILES string, predict its absorption, distribution, metabolism, or excretion properties. Task type varies by dataset: regression for continuous measurements (e.g., permeability, clearance, half-life) or binary classification for categorical outcomes (e.g., BBB penetration, CYP inhibition). For this dataset (solubility_aqsoldb), we predict Y. (1) The drug is CCCCC(=O)CCCC. The Y is -2.58 log mol/L. (2) The compound is C(/C=C/c1ccccc1)=NCCCCCCN=C/C=C/c1ccccc1. The Y is -3.89 log mol/L. (3) The compound is CCN(CC[N+](C)(C)CC(C)O)c1ccc(N=Nc2ccc([N+](=O)[O-])cc2Cl)cc1.[Cl-]. The Y is -0.552 log mol/L. (4) The compound is Clc1ccc(Oc2ccccc2)cc1Cl. The Y is -4.72 log mol/L. (5) The compound is O=C([O-])O.O=C([O-])[O-].[Na+].[Na+].[Na+]. The Y is 0.0509 log mol/L. (6) The drug is OCCCCO. The Y is 1.05 log mol/L. (7) The drug is CCCCCCCNC(=O)c1cccnc1. The Y is -3.20 log mol/L. (8) The compound is CCC(C)C(N)C(=O)O. The Y is -0.503 log mol/L. (9) The compound is CCC(C)C(C)(C)O. The Y is -0.890 log mol/L.